This data is from Reaction yield outcomes from USPTO patents with 853,638 reactions. The task is: Predict the reaction yield, written as a fraction of the theoretical maximum amount of product (1.0 means a 100% yield; for example, 0.34 means a 34% yield). (1) The reactants are [Cl:1][C:2]1[C:11]2[C:6](=[CH:7][C:8]([F:12])=[CH:9][CH:10]=2)[CH:5]=[CH:4][N:3]=1.[Li+].CC([N-]C(C)C)C.C1CCCCC1.[CH2:27]([S:30][S:30][CH2:27][CH2:28][CH3:29])[CH2:28][CH3:29]. The catalyst is C1COCC1. The product is [Cl:1][C:2]1[C:11]2[C:6](=[C:7]([S:30][CH2:27][CH2:28][CH3:29])[C:8]([F:12])=[CH:9][CH:10]=2)[CH:5]=[CH:4][N:3]=1. The yield is 0.360. (2) The reactants are [C:1]1([C:7]([OH:9])=[O:8])([C:4](O)=[O:5])[CH2:3][CH2:2]1.C(N(CC)CC)C.S(Cl)(Cl)=O.[C:21]1([NH2:27])[CH:26]=[CH:25][CH:24]=[CH:23][CH:22]=1. The catalyst is C1COCC1.C(OCC)(=O)C. The product is [C:21]1([NH:27][C:4]([C:1]2([C:7]([OH:9])=[O:8])[CH2:3][CH2:2]2)=[O:5])[CH:26]=[CH:25][CH:24]=[CH:23][CH:22]=1. The yield is 0.608.